This data is from Full USPTO retrosynthesis dataset with 1.9M reactions from patents (1976-2016). The task is: Predict the reactants needed to synthesize the given product. (1) Given the product [N:1]1([CH2:13][C:14]2[CH:15]=[CH:16][C:17]([C:20]3[CH:24]=[C:23]([C:25]([NH2:27])=[O:26])[O:22][N:21]=3)=[CH:18][CH:19]=2)[C:9]2[C:4](=[CH:5][CH:6]=[CH:7][CH:8]=2)[CH:3]=[CH:2]1, predict the reactants needed to synthesize it. The reactants are: [NH:1]1[C:9]2[C:4](=[CH:5][CH:6]=[CH:7][CH:8]=2)[CH:3]=[CH:2]1.[H-].[Na+].Br[CH2:13][C:14]1[CH:19]=[CH:18][C:17]([C:20]2[CH:24]=[C:23]([C:25]([NH2:27])=[O:26])[O:22][N:21]=2)=[CH:16][CH:15]=1.O. (2) Given the product [C:12]([Si:16]([O:17][C:18]1[CH:23]=[CH:22][CH:21]=[C:20]([S:24][CH2:39][Cl:40])[CH:19]=1)([CH3:26])[CH3:25])([CH3:15])([CH3:14])[CH3:13], predict the reactants needed to synthesize it. The reactants are: C1CCN2C(=NCCC2)CC1.[C:12]([Si:16]([CH3:26])([CH3:25])[O:17][C:18]1[CH:19]=[C:20]([SH:24])[CH:21]=[CH:22][CH:23]=1)([CH3:15])([CH3:14])[CH3:13].CCOCC.OS([O-])(=O)=O.[K+].Br[CH2:39][Cl:40]. (3) Given the product [CH2:32]([O:36][C:6]1[N:14]=[C:13]2[C:9]([N:10]=[C:11]([O:22][CH3:23])[N:12]2[CH2:15][CH2:16][C@@H:17]2[CH2:21][CH2:20][O:19][CH2:18]2)=[C:8]([NH2:24])[N:7]=1)[CH2:33][CH2:34][CH3:35], predict the reactants needed to synthesize it. The reactants are: C(N[C:6]1[N:14]=[C:13]2[C:9]([N:10]=[C:11]([O:22][CH3:23])[N:12]2[CH2:15][CH2:16][C@@H:17]2[CH2:21][CH2:20][O:19][CH2:18]2)=[C:8]([NH2:24])[N:7]=1)CCC.FC(F)(F)C(O)=O.[CH2:32]([O:36]C1NC(N)=C2C(N=1)=NC(OC)=N2)[CH2:33][CH2:34][CH3:35].BrCC[C@@H]1CCOC1. (4) The reactants are: [NH2:1][C@@H:2]([CH2:5][CH2:6][CH3:7])[CH2:3][OH:4].[CH2:8]([O:10]C=O)C. Given the product [CH:8]([NH:1][C@@H:2]([CH2:5][CH2:6][CH3:7])[CH2:3][OH:4])=[O:10], predict the reactants needed to synthesize it. (5) Given the product [OH:8][N:9]1[C:14]2[N:15]=[CH:16][N:17]=[C:18]([CH3:19])[C:13]=2[C:12]([NH:20][CH2:21][C:22]2[CH:23]=[N:24][C:25]([O:28][C:29]3[CH:30]=[CH:31][CH:32]=[CH:33][CH:34]=3)=[CH:26][CH:27]=2)=[CH:11][C:10]1=[O:35], predict the reactants needed to synthesize it. The reactants are: C([O:8][N:9]1[C:14]2[N:15]=[CH:16][N:17]=[C:18]([CH3:19])[C:13]=2[C:12]([NH:20][CH2:21][C:22]2[CH:23]=[N:24][C:25]([O:28][C:29]3[CH:34]=[CH:33][CH:32]=[CH:31][CH:30]=3)=[CH:26][CH:27]=2)=[CH:11][C:10]1=[O:35])C1C=CC=CC=1.CO.[H][H]. (6) The reactants are: [C:1]([C:3]1[CH:4]=[C:5]([S:10]([NH:13][C:14]2[CH:19]=[CH:18][C:17]([F:20])=[CH:16][N:15]=2)(=[O:12])=[O:11])[CH:6]=[CH:7][C:8]=1F)#[N:2].[Cl:21][C:22]1[C:23]([F:29])=[N:24][CH:25]=[C:26]([OH:28])[CH:27]=1. Given the product [Cl:21][C:22]1[CH:27]=[C:26]([O:28][C:8]2[CH:7]=[CH:6][C:5]([S:10]([NH:13][C:14]3[CH:19]=[CH:18][C:17]([F:20])=[CH:16][N:15]=3)(=[O:12])=[O:11])=[CH:4][C:3]=2[C:1]#[N:2])[CH:25]=[N:24][C:23]=1[F:29], predict the reactants needed to synthesize it.